Dataset: Forward reaction prediction with 1.9M reactions from USPTO patents (1976-2016). Task: Predict the product of the given reaction. (1) Given the reactants [CH:1]([O:4][C:5]([N:7]1[CH2:12][CH2:11][CH:10]([CH:13]([OH:15])[CH3:14])[CH2:9][CH2:8]1)=[O:6])([CH3:3])[CH3:2].Cl[C:17]1[CH:22]=[CH:21][C:20]([Br:23])=[CH:19][N:18]=1, predict the reaction product. The product is: [CH:1]([O:4][C:5]([N:7]1[CH2:12][CH2:11][CH:10]([CH:13]([O:15][C:17]2[CH:22]=[CH:21][C:20]([Br:23])=[CH:19][N:18]=2)[CH3:14])[CH2:9][CH2:8]1)=[O:6])([CH3:3])[CH3:2]. (2) Given the reactants [Cl:1][C:2]1[CH:7]=[C:6]2[NH:8][C:9](=[O:43])[C:10]3([CH:15]([C:16]4[CH:21]=[C:20]([Cl:22])[CH:19]=[CH:18][C:17]=4[O:23][C:24]([C:31](O)=[O:32])([CH2:28][CH2:29][CH3:30])[CH2:25][CH2:26][CH3:27])[CH2:14][C:13](=[O:34])[NH:12][CH:11]3[C:35]3[CH:40]=[C:39]([Cl:41])[CH:38]=[CH:37][C:36]=3[CH3:42])[C:5]2=[CH:4][CH:3]=1.C1N=CN(C(N2C=NC=C2)=O)C=1.[CH3:56][S:57]([NH2:60])(=[O:59])=[O:58].[H-].[Na+].Cl, predict the reaction product. The product is: [Cl:1][C:2]1[CH:7]=[C:6]2[NH:8][C:9](=[O:43])[C:10]3([CH:15]([C:16]4[CH:21]=[C:20]([Cl:22])[CH:19]=[CH:18][C:17]=4[O:23][C:24]([C:31]([NH:60][S:57]([CH3:56])(=[O:59])=[O:58])=[O:32])([CH2:28][CH2:29][CH3:30])[CH2:25][CH2:26][CH3:27])[CH2:14][C:13](=[O:34])[NH:12][CH:11]3[C:35]3[CH:40]=[C:39]([Cl:41])[CH:38]=[CH:37][C:36]=3[CH3:42])[C:5]2=[CH:4][CH:3]=1.